From a dataset of Peptide-MHC class I binding affinity with 185,985 pairs from IEDB/IMGT. Regression. Given a peptide amino acid sequence and an MHC pseudo amino acid sequence, predict their binding affinity value. This is MHC class I binding data. (1) The peptide sequence is YNIDRLNAL. The MHC is HLA-B07:02 with pseudo-sequence HLA-B07:02. The binding affinity (normalized) is 0.302. (2) The MHC is HLA-A02:02 with pseudo-sequence HLA-A02:02. The peptide sequence is AFDLSHFLK. The binding affinity (normalized) is 0. (3) The peptide sequence is EGGVGWRHW. The MHC is HLA-B35:01 with pseudo-sequence HLA-B35:01. The binding affinity (normalized) is 0. (4) The peptide sequence is IDPTLTTWI. The MHC is HLA-B40:02 with pseudo-sequence HLA-B40:02. The binding affinity (normalized) is 0.149. (5) The peptide sequence is TVADIWHAM. The MHC is HLA-B57:01 with pseudo-sequence HLA-B57:01. The binding affinity (normalized) is 0.0847.